This data is from Merck oncology drug combination screen with 23,052 pairs across 39 cell lines. The task is: Regression. Given two drug SMILES strings and cell line genomic features, predict the synergy score measuring deviation from expected non-interaction effect. (1) Drug 1: CC(=O)OC1C(=O)C2(C)C(O)CC3OCC3(OC(C)=O)C2C(OC(=O)c2ccccc2)C2(O)CC(OC(=O)C(O)C(NC(=O)c3ccccc3)c3ccccc3)C(C)=C1C2(C)C. Drug 2: COC1=C2CC(C)CC(OC)C(O)C(C)C=C(C)C(OC(N)=O)C(OC)C=CC=C(C)C(=O)NC(=CC1=O)C2=O. Cell line: COLO320DM. Synergy scores: synergy=7.98. (2) Drug 1: CN(C)C(=N)N=C(N)N. Drug 2: COC1=C2CC(C)CC(OC)C(O)C(C)C=C(C)C(OC(N)=O)C(OC)C=CC=C(C)C(=O)NC(=CC1=O)C2=O. Cell line: RKO. Synergy scores: synergy=-10.9. (3) Drug 1: Nc1ccn(C2OC(CO)C(O)C2(F)F)c(=O)n1. Drug 2: NC(=O)c1cccc2cn(-c3ccc(C4CCCNC4)cc3)nc12. Cell line: MDAMB436. Synergy scores: synergy=3.36.